This data is from Forward reaction prediction with 1.9M reactions from USPTO patents (1976-2016). The task is: Predict the product of the given reaction. (1) Given the reactants [Cl:1]C1C=CC(C/[C:9](=[N:12]/[H])/[NH:10]O)=CC=1.O=[C:15]1C(C2C=CC=CC=2)(C2C=CC=CC=2)[CH2:19][CH2:18][CH2:17][N:16]1[CH2:33]C(O)=O.Cl[CH:38](Cl)[CH3:39], predict the reaction product. The product is: [ClH:1].[CH2:38]([N:12]=[C:9]=[N:10][CH2:19][CH2:18][CH2:17][N:16]([CH3:15])[CH3:33])[CH3:39]. (2) Given the reactants [CH2:1]([O:8][C:9]1[C:17]([O:18][CH2:19][C:20]2[CH:25]=[CH:24][CH:23]=[CH:22][CH:21]=2)=[CH:16][CH:15]=[CH:14][C:10]=1[C:11](=[S:13])[NH2:12])[C:2]1[CH:7]=[CH:6][CH:5]=[CH:4][CH:3]=1.Br[CH2:27][C:28](=O)[C:29]([O:31][CH2:32][CH3:33])=[O:30].C(=O)([O-])O.[Na+], predict the reaction product. The product is: [CH2:1]([O:8][C:9]1[C:17]([O:18][CH2:19][C:20]2[CH:25]=[CH:24][CH:23]=[CH:22][CH:21]=2)=[CH:16][CH:15]=[CH:14][C:10]=1[C:11]1[S:13][CH:27]=[C:28]([C:29]([O:31][CH2:32][CH3:33])=[O:30])[N:12]=1)[C:2]1[CH:3]=[CH:4][CH:5]=[CH:6][CH:7]=1. (3) Given the reactants [F:1][C:2]1[CH:36]=[CH:35][CH:34]=[C:33]([F:37])[C:3]=1[CH2:4][O:5][C:6]1[C:7]2[N:8]([C:13]([C:17]([NH:19][CH:20]3[CH2:24][CH2:23][CH:22]([NH:25]C(=O)OC(C)(C)C)[CH2:21]3)=[O:18])=[C:14]([CH3:16])[N:15]=2)[CH:9]=[C:10]([CH3:12])[CH:11]=1.Cl, predict the reaction product. The product is: [NH2:25][CH:22]1[CH2:23][CH2:24][CH:20]([NH:19][C:17]([C:13]2[N:8]3[CH:9]=[C:10]([CH3:12])[CH:11]=[C:6]([O:5][CH2:4][C:3]4[C:33]([F:37])=[CH:34][CH:35]=[CH:36][C:2]=4[F:1])[C:7]3=[N:15][C:14]=2[CH3:16])=[O:18])[CH2:21]1. (4) Given the reactants CC1C=CC(S(O[CH2:12][CH:13]2[O:18][C:17]3[CH:19]=[C:20]([S:23]([CH3:26])(=[O:25])=[O:24])[CH:21]=[CH:22][C:16]=3[O:15][CH2:14]2)(=O)=O)=CC=1.[NH:27]1[CH2:32][CH2:31][O:30][CH2:29][CH2:28]1, predict the reaction product. The product is: [CH3:26][S:23]([C:20]1[CH:21]=[CH:22][C:16]2[O:15][CH2:14][CH:13]([CH2:12][N:27]3[CH2:32][CH2:31][O:30][CH2:29][CH2:28]3)[O:18][C:17]=2[CH:19]=1)(=[O:24])=[O:25]. (5) Given the reactants I[C:2]1[CH:3]=[N:4][CH:5]=[CH:6][CH:7]=1.C(N(CC)CC)C.[CH2:15]([C:17]1[N:18]([CH2:31][CH2:32][CH2:33][C:34]#[CH:35])[C:19]2[C:28]3[CH:27]=[CH:26][CH:25]=[CH:24][C:23]=3[N:22]=[C:21]([NH2:29])[C:20]=2[N:30]=1)[CH3:16], predict the reaction product. The product is: [CH2:15]([C:17]1[N:18]([CH2:31][CH2:32][CH2:33][C:34]#[C:35][C:3]2[CH:2]=[CH:7][CH:6]=[CH:5][N:4]=2)[C:19]2[C:28]3[CH:27]=[CH:26][CH:25]=[CH:24][C:23]=3[N:22]=[C:21]([NH2:29])[C:20]=2[N:30]=1)[CH3:16]. (6) Given the reactants [CH2:1]([O:3][C:4]([C@@H:6]1[C@@H:11]([NH:12]C(OC(C)(C)C)=O)[CH2:10][CH2:9][N:8]([CH2:20][CH2:21][C:22]2[CH:27]=[CH:26][C:25]([O:28][CH3:29])=[C:24]([O:30][CH3:31])[CH:23]=2)[CH2:7]1)=[O:5])[CH3:2], predict the reaction product. The product is: [CH2:1]([O:3][C:4]([C@@H:6]1[C@@H:11]([NH2:12])[CH2:10][CH2:9][N:8]([CH2:20][CH2:21][C:22]2[CH:27]=[CH:26][C:25]([O:28][CH3:29])=[C:24]([O:30][CH3:31])[CH:23]=2)[CH2:7]1)=[O:5])[CH3:2]. (7) Given the reactants [CH2:1]([O:8][C:9]([C:11]1[S:12][C:13]([CH3:19])=[C:14]([N+:16]([O-])=O)[CH:15]=1)=[O:10])[C:2]1[CH:7]=[CH:6][CH:5]=[CH:4][CH:3]=1, predict the reaction product. The product is: [CH2:1]([O:8][C:9]([C:11]1[S:12][C:13]([CH3:19])=[C:14]([NH2:16])[CH:15]=1)=[O:10])[C:2]1[CH:3]=[CH:4][CH:5]=[CH:6][CH:7]=1. (8) Given the reactants FC(F)(F)C(O)=O.[F:8][C:9]1[CH:10]=[CH:11][CH:12]=[C:13]2[C:17]=1[N:16]([C:18]1[N:22]=[C:21]([CH:23]3[CH2:28][CH2:27][NH:26][CH2:25][CH2:24]3)[O:20][N:19]=1)[N:15]=[C:14]2[CH:29]([CH3:31])[CH3:30].[CH3:32][O:33][CH:34]1[CH2:39][CH2:38][C:37](=O)[CH2:36][CH2:35]1.C(O[BH-](OC(=O)C)OC(=O)C)(=O)C.[Na+].C(=O)(O)[O-].[Na+], predict the reaction product. The product is: [F:8][C:9]1[CH:10]=[CH:11][CH:12]=[C:13]2[C:17]=1[N:16]([C:18]1[N:22]=[C:21]([CH:23]3[CH2:28][CH2:27][N:26]([CH:37]4[CH2:38][CH2:39][CH:34]([O:33][CH3:32])[CH2:35][CH2:36]4)[CH2:25][CH2:24]3)[O:20][N:19]=1)[N:15]=[C:14]2[CH:29]([CH3:31])[CH3:30]. (9) Given the reactants C([O:3][C:4]([C:6]1[CH:26]=[CH:25][C:9]2[N:10]=[C:11]([NH:14][C:15]3[S:16][C:17]4[CH:23]=[C:22]([Cl:24])[CH:21]=[CH:20][C:18]=4[N:19]=3)[N:12]([CH3:13])[C:8]=2[CH:7]=1)=[O:5])C.[OH-].[Na+], predict the reaction product. The product is: [Cl:24][C:22]1[CH:21]=[CH:20][C:18]2[N:19]=[C:15]([NH:14][C:11]3[N:12]([CH3:13])[C:8]4[CH:7]=[C:6]([C:4]([OH:5])=[O:3])[CH:26]=[CH:25][C:9]=4[N:10]=3)[S:16][C:17]=2[CH:23]=1.